Dataset: Catalyst prediction with 721,799 reactions and 888 catalyst types from USPTO. Task: Predict which catalyst facilitates the given reaction. Product: [NH2:35][C:34]1[C:33]([CH:12]2[CH2:13][C@@H:14]([O:15][Si:16]([C:29]([CH3:30])([CH3:31])[CH3:32])([C:17]3[CH:18]=[CH:19][CH:20]=[CH:21][CH:22]=3)[C:23]3[CH:28]=[CH:27][CH:26]=[CH:25][CH:24]=3)[C@H:10]([CH2:9][O:8][CH2:1][C:2]3[CH:7]=[CH:6][CH:5]=[CH:4][CH:3]=3)[CH2:11]2)=[CH:36][O:37][C:38]=1[C:39]#[N:40]. The catalyst class is: 1. Reactant: [CH2:1]([O:8][CH2:9][C@H:10]1[C@H:14]([O:15][Si:16]([C:29]([CH3:32])([CH3:31])[CH3:30])([C:23]2[CH:28]=[CH:27][CH:26]=[CH:25][CH:24]=2)[C:17]2[CH:22]=[CH:21][CH:20]=[CH:19][CH:18]=2)[CH2:13][CH:12]([C:33](=[CH:36][O:37][CH2:38][C:39]#[N:40])[C:34]#[N:35])[CH2:11]1)[C:2]1[CH:7]=[CH:6][CH:5]=[CH:4][CH:3]=1.C([N-]C(C)C)(C)C.[Li+].O.